Task: Predict which catalyst facilitates the given reaction.. Dataset: Catalyst prediction with 721,799 reactions and 888 catalyst types from USPTO Reactant: Br[C:2]1[CH:7]=[CH:6][C:5]([Br:8])=[CH:4][N:3]=1.[CH3:9][NH2:10]. Product: [Br:8][C:5]1[CH:6]=[CH:7][C:2]([NH:10][CH3:9])=[N:3][CH:4]=1. The catalyst class is: 8.